Dataset: Reaction yield outcomes from USPTO patents with 853,638 reactions. Task: Predict the reaction yield, written as a fraction of the theoretical maximum amount of product (1.0 means a 100% yield; for example, 0.34 means a 34% yield). (1) The reactants are F[C:2]1[N:12]=[CH:11][CH:10]=[CH:9][C:3]=1[C:4]([O:6][CH2:7][CH3:8])=[O:5].C(N(C(C)C)CC)(C)C.[F:22][C@@H:23]1[CH2:27][CH2:26][NH:25][CH2:24]1. The catalyst is CN(C=O)C. The product is [F:22][C@@H:23]1[CH2:27][CH2:26][N:25]([C:2]2[N:12]=[CH:11][CH:10]=[CH:9][C:3]=2[C:4]([O:6][CH2:7][CH3:8])=[O:5])[CH2:24]1. The yield is 0.940. (2) The catalyst is O.C1C=CC([P]([Pd]([P](C2C=CC=CC=2)(C2C=CC=CC=2)C2C=CC=CC=2)([P](C2C=CC=CC=2)(C2C=CC=CC=2)C2C=CC=CC=2)[P](C2C=CC=CC=2)(C2C=CC=CC=2)C2C=CC=CC=2)(C2C=CC=CC=2)C2C=CC=CC=2)=CC=1. The yield is 0.200. The reactants are Br[C:2]1[CH:3]=[CH:4][C:5]2[N:6]([C:8]([CH2:18][N:19]3[CH2:24][CH2:23][O:22][CH2:21][CH2:20]3)=[C:9]([C:11]3[CH:16]=[CH:15][C:14]([Cl:17])=[CH:13][CH:12]=3)[N:10]=2)[CH:7]=1.[F:25][C:26]1[CH:31]=[CH:30][CH:29]=[CH:28][C:27]=1B(O)O.C([O-])([O-])=O.[Na+].[Na+].O1CCOCC1. The product is [Cl:17][C:14]1[CH:15]=[CH:16][C:11]([C:9]2[N:10]=[C:5]3[CH:4]=[CH:3][C:2]([C:27]4[CH:28]=[CH:29][CH:30]=[CH:31][C:26]=4[F:25])=[CH:7][N:6]3[C:8]=2[CH2:18][N:19]2[CH2:24][CH2:23][O:22][CH2:21][CH2:20]2)=[CH:12][CH:13]=1. (3) The reactants are Br[C:2]1[CH:3]=[CH:4][C:5]2[NH:6][C:7]3[C:12]([C:13]=2[CH:14]=1)=[CH:11][CH:10]=[CH:9][CH:8]=3.[B:15]1([B:15]2[O:19][C:18]([CH3:21])([CH3:20])[C:17]([CH3:23])([CH3:22])[O:16]2)[O:19][C:18]([CH3:21])([CH3:20])[C:17]([CH3:23])([CH3:22])[O:16]1.CC([O-])=O.[K+].N. The catalyst is CN(C=O)C. The product is [CH3:22][C:17]1([CH3:23])[C:18]([CH3:21])([CH3:20])[O:19][B:15]([C:2]2[CH:3]=[CH:4][C:5]3[NH:6][C:7]4[C:12]([C:13]=3[CH:14]=2)=[CH:11][CH:10]=[CH:9][CH:8]=4)[O:16]1. The yield is 0.690. (4) The reactants are I[C:2]1[C:10]2[C:5](=[N:6][CH:7]=[C:8]([C:11]3[CH:12]=[C:13]([O:17]S(C4C=CC(C)=CC=4)(=O)=O)[CH:14]=[CH:15][CH:16]=3)[CH:9]=2)[N:4](S(C2C=CC(C)=CC=2)(=O)=O)[CH:3]=1.C(=O)([O-])[O-].[K+].[K+].[C:44]1([SH:50])[CH:49]=[CH:48][CH:47]=[CH:46][CH:45]=1.C(O)CO.[OH-].[K+].Cl. The catalyst is [Cu]I.C(O)(C)C. The product is [C:44]1([S:50][C:2]2[C:10]3[C:5](=[N:6][CH:7]=[C:8]([C:11]4[CH:12]=[C:13]([OH:17])[CH:14]=[CH:15][CH:16]=4)[CH:9]=3)[NH:4][CH:3]=2)[CH:49]=[CH:48][CH:47]=[CH:46][CH:45]=1. The yield is 0.170. (5) The reactants are [CH2:1]([C:3]1[C:8](=[O:9])[NH:7][C:6]([CH3:10])=[C:5]([C:11]2[S:15][C:14]([S:16]([Cl:19])(=[O:18])=[O:17])=[CH:13][CH:12]=2)[CH:4]=1)[CH3:2].[CH:20]1([CH2:26][N:27]2[CH2:32][CH2:31][CH:30]([NH2:33])[CH2:29][CH2:28]2)[CH2:25][CH2:24][CH2:23][CH2:22][CH2:21]1. The product is [ClH:19].[CH:20]1([CH2:26][N:27]2[CH2:32][CH2:31][CH:30]([NH:33][S:16]([C:14]3[S:15][C:11]([C:5]4[CH:4]=[C:3]([CH2:1][CH3:2])[C:8](=[O:9])[NH:7][C:6]=4[CH3:10])=[CH:12][CH:13]=3)(=[O:18])=[O:17])[CH2:29][CH2:28]2)[CH2:21][CH2:22][CH2:23][CH2:24][CH2:25]1. The yield is 0.730. No catalyst specified.